This data is from Forward reaction prediction with 1.9M reactions from USPTO patents (1976-2016). The task is: Predict the product of the given reaction. (1) The product is: [NH2:16][C:15]1[C:10]([NH:9][C@H:7]2[CH2:6][CH2:5][C@H:4]([CH2:22][C:23]#[N:24])[C@@H:3]([O:2][CH3:1])[CH2:8]2)=[C:11]2[S:21][CH:20]=[CH:19][C:12]2=[N:13][CH:14]=1. Given the reactants [CH3:1][O:2][C@H:3]1[CH2:8][C@@H:7]([NH:9][C:10]2[C:15]([N+:16]([O-])=O)=[CH:14][N:13]=[C:12]3[CH:19]=[CH:20][S:21][C:11]=23)[CH2:6][CH2:5][C@@H:4]1[CH2:22][C:23]#[N:24], predict the reaction product. (2) Given the reactants C1(C[N:8]2[CH2:13][CH2:12][C:11](=[C:14]3[C:27]4[CH:26]=[CH:25][CH:24]=[CH:23][C:22]=4[O:21][C:20]4[C:15]3=[CH:16][CH:17]=[CH:18][CH:19]=4)[CH2:10][CH2:9]2)C=CC=CC=1.C(#N)C.Cl[C:32]([O:34][CH2:35][C:36]([Cl:39])([Cl:38])[Cl:37])=[O:33].O, predict the reaction product. The product is: [Cl:37][C:36]([Cl:39])([Cl:38])[CH2:35][O:34][C:32]([N:8]1[CH2:13][CH2:12][C:11](=[C:14]2[C:15]3[CH:16]=[CH:17][CH:18]=[CH:19][C:20]=3[O:21][C:22]3[C:27]2=[CH:26][CH:25]=[CH:24][CH:23]=3)[CH2:10][CH2:9]1)=[O:33]. (3) Given the reactants [CH3:1][CH:2]1[O:6][C:5]2[CH:7]=[CH:8][CH:9]=[CH:10][C:4]=2[O:3]1.[C:11](OC(=O)C)(=[O:13])[CH3:12].B(F)(F)F, predict the reaction product. The product is: [C:11]([C:8]1[CH:9]=[CH:10][C:4]2[O:3][CH:2]([CH3:1])[O:6][C:5]=2[CH:7]=1)(=[O:13])[CH3:12].